Predict which catalyst facilitates the given reaction. From a dataset of Catalyst prediction with 721,799 reactions and 888 catalyst types from USPTO. (1) Reactant: [CH3:1][C:2]1[C:7]2[S:8][CH:9]=[CH:10][C:6]=2[CH:5]=[CH:4][CH:3]=1.C(OOC(=O)C1C=CC=CC=1)(=O)C1C=CC=CC=1.C1C(=O)N([Br:36])C(=O)C1. Product: [Br:36][CH2:1][C:2]1[C:7]2[S:8][CH:9]=[CH:10][C:6]=2[CH:5]=[CH:4][CH:3]=1. The catalyst class is: 53. (2) Reactant: [C:1]([O:7][CH2:8][CH3:9])(=[O:6])[CH2:2][C:3]([O-:5])=O.C(=O)=O.CC(C)=O.[Li]CCCC.[Si:22]([O:39][CH2:40]C(Cl)=O)([C:35]([CH3:38])([CH3:37])[CH3:36])([C:29]1[CH:34]=[CH:33][CH:32]=[CH:31][CH:30]=1)[C:23]1[CH:28]=[CH:27][CH:26]=[CH:25][CH:24]=1.Cl. Product: [Si:22]([O:39][CH2:40][C:3](=[O:5])[CH2:2][C:1]([O:7][CH2:8][CH3:9])=[O:6])([C:35]([CH3:36])([CH3:37])[CH3:38])([C:29]1[CH:30]=[CH:31][CH:32]=[CH:33][CH:34]=1)[C:23]1[CH:28]=[CH:27][CH:26]=[CH:25][CH:24]=1. The catalyst class is: 165. (3) Reactant: [CH:1]([C:3]1[CH:8]=[CH:7][CH:6]=[CH:5][C:4]=1[B:9]([OH:11])[OH:10])=O.[OH-].[Na+].[N+:14]([CH3:17])([O-:16])=[O:15].Cl. Product: [N+:14]([CH2:17][CH:1]1[O:11][B:9]([OH:10])[C:4]2[CH:5]=[CH:6][CH:7]=[CH:8][C:3]1=2)([O-:16])=[O:15]. The catalyst class is: 6. (4) Reactant: CS([C:5]1[N:10]=[C:9]([C:11]2[N:15]3[CH:16]=[CH:17][CH:18]=[CH:19][C:14]3=[N:13][C:12]=2[C:20]2[CH:25]=[CH:24][CH:23]=[C:22]([CH3:26])[N:21]=2)[CH:8]=[CH:7][N:6]=1)(=O)=O.[CH3:27][CH:28]1[CH2:30][NH:29]1. Product: [CH3:27][CH:28]1[CH2:30][N:29]1[C:5]1[N:10]=[C:9]([C:11]2[N:15]3[CH:16]=[CH:17][CH:18]=[CH:19][C:14]3=[N:13][C:12]=2[C:20]2[CH:25]=[CH:24][CH:23]=[C:22]([CH3:26])[N:21]=2)[CH:8]=[CH:7][N:6]=1. The catalyst class is: 10. (5) Reactant: Br[C:2]1[C:3]([C:10]2[C:11]([F:29])=[N:12][CH:13]=[C:14]([C:16]3[CH:21]=[CH:20][C:19]([CH2:22][N:23]4[CH2:28][CH2:27][CH2:26][CH2:25][CH2:24]4)=[CH:18][CH:17]=3)[CH:15]=2)=[C:4]([NH2:9])[CH:5]=[N:6][C:7]=1[Cl:8].[CH:30]([Sn](CCCC)(CCCC)CCCC)=[CH2:31].[Cl-].[Li+]. Product: [Cl:8][C:7]1[N:6]=[CH:5][C:4]([NH2:9])=[C:3]([C:10]2[C:11]([F:29])=[N:12][CH:13]=[C:14]([C:16]3[CH:21]=[CH:20][C:19]([CH2:22][N:23]4[CH2:28][CH2:27][CH2:26][CH2:25][CH2:24]4)=[CH:18][CH:17]=3)[CH:15]=2)[C:2]=1[CH:30]=[CH2:31]. The catalyst class is: 70.